Binary Classification. Given a drug SMILES string, predict its activity (active/inactive) in a high-throughput screening assay against a specified biological target. From a dataset of Cav3 T-type calcium channel HTS with 100,875 compounds. The compound is FC(F)(F)c1cc(C2NC(=O)N(C(C2C(=O)C)C)CCOC)ccc1. The result is 0 (inactive).